From a dataset of Reaction yield outcomes from USPTO patents with 853,638 reactions. Predict the reaction yield, written as a fraction of the theoretical maximum amount of product (1.0 means a 100% yield; for example, 0.34 means a 34% yield). (1) The yield is 0.780. The product is [CH3:12][NH:13][CH2:7][C:6]1[CH:9]=[CH:10][CH:11]=[C:4]([N+:1]([O-:3])=[O:2])[CH:5]=1. The catalyst is CO. The reactants are [N+:1]([C:4]1[CH:5]=[C:6]([CH:9]=[CH:10][CH:11]=1)[CH:7]=O)([O-:3])=[O:2].[CH3:12][NH2:13].[BH4-].[Na+]. (2) The reactants are [CH:1]([N:4]1[CH2:9][CH2:8][CH2:7][CH2:6][C:5]1=O)([CH3:3])[CH3:2].[BH4-].[Na+].C([OH:15])C. No catalyst specified. The product is [CH:1]([N:4]1[CH2:9][CH2:8][CH:7]([OH:15])[CH2:6][CH2:5]1)([CH3:3])[CH3:2]. The yield is 0.600. (3) The reactants are [C:1]([C:4]1[CH:5]=[C:6]([NH:10][C:11]([NH:13][C:14]2[CH:19]=[CH:18][C:17]([O:20][CH3:21])=[C:16]([C:22]3[N:23]([CH3:28])[N:24]=[CH:25][C:26]=3[Br:27])[CH:15]=2)=[O:12])[CH:7]=[CH:8][CH:9]=1)(=O)[CH3:2].Cl.[NH2:30][OH:31].Cl. The catalyst is C(O)C. The product is [Br:27][C:26]1[CH:25]=[N:24][N:23]([CH3:28])[C:22]=1[C:16]1[CH:15]=[C:14]([NH:13][C:11]([NH:10][C:6]2[CH:7]=[CH:8][CH:9]=[C:4]([C:1](=[N:30][OH:31])[CH3:2])[CH:5]=2)=[O:12])[CH:19]=[CH:18][C:17]=1[O:20][CH3:21]. The yield is 0.160.